This data is from Forward reaction prediction with 1.9M reactions from USPTO patents (1976-2016). The task is: Predict the product of the given reaction. (1) Given the reactants [C:1]([C:3]1[CH:8]=[CH:7][C:6]([CH2:9][C:10]2[CH:27]=[CH:26][C:13]3[CH2:14][CH2:15][N:16](C(OC(C)(C)C)=O)[CH2:17][CH2:18][C:12]=3[CH:11]=2)=[CH:5][CH:4]=1)#[N:2].FC(F)(F)C(O)=O, predict the reaction product. The product is: [CH2:14]1[C:13]2[CH:26]=[CH:27][C:10]([CH2:9][C:6]3[CH:7]=[CH:8][C:3]([C:1]#[N:2])=[CH:4][CH:5]=3)=[CH:11][C:12]=2[CH2:18][CH2:17][NH:16][CH2:15]1. (2) Given the reactants [OH:1][CH2:2][CH2:3][N:4]1[CH2:9][CH2:8][CH:7]([C:10]#[N:11])[CH2:6][CH2:5]1.S(C)C.O.C([O-])([O-])=O.[K+].[K+], predict the reaction product. The product is: [NH2:11][CH2:10][CH:7]1[CH2:6][CH2:5][N:4]([CH2:3][CH2:2][OH:1])[CH2:9][CH2:8]1.